From a dataset of Catalyst prediction with 721,799 reactions and 888 catalyst types from USPTO. Predict which catalyst facilitates the given reaction. (1) Reactant: [CH2:1]([C:3]1[N:13]([CH2:14][C:15]2[CH:20]=[CH:19][C:18]([N+:21]([O-])=O)=[CH:17][CH:16]=2)[C:6]2=[N:7][C:8]([CH3:12])=[CH:9][C:10]([CH3:11])=[C:5]2[N:4]=1)[CH3:2].C([O-])=O.[NH4+]. Product: [NH2:21][C:18]1[CH:19]=[CH:20][C:15]([CH2:14][N:13]2[C:6]3=[N:7][C:8]([CH3:12])=[CH:9][C:10]([CH3:11])=[C:5]3[N:4]=[C:3]2[CH2:1][CH3:2])=[CH:16][CH:17]=1. The catalyst class is: 19. (2) Reactant: [C:1]([O:5][C:6]([N:8]([CH3:19])[C@H:9]1[CH2:14][CH2:13][C@H:12]([C:15]([O:17]C)=[O:16])[CH2:11][CH2:10]1)=[O:7])([CH3:4])([CH3:3])[CH3:2].[OH-].[Na+]. Product: [C:1]([O:5][C:6]([N:8]([CH3:19])[C@H:9]1[CH2:10][CH2:11][C@H:12]([C:15]([OH:17])=[O:16])[CH2:13][CH2:14]1)=[O:7])([CH3:4])([CH3:3])[CH3:2]. The catalyst class is: 5. (3) Reactant: [N:1]1[C:10]2[C:5](=[CH:6][CH:7]=[CH:8][CH:9]=2)[CH:4]=[CH:3][CH:2]=1.[CH3:11][I:12]. Product: [I-:12].[CH3:11][N+:1]1[C:10]2[C:5](=[CH:6][CH:7]=[CH:8][CH:9]=2)[CH:4]=[CH:3][CH:2]=1. The catalyst class is: 12. (4) Reactant: [F:1][C:2]1[CH:7]=[CH:6][C:5]([S:8]([C:11]2[N:12]=[C:13]([NH:21][C:22]3[CH:26]=[C:25]([O:27]C)[NH:24][N:23]=3)[C:14]3[C:19]([CH:20]=2)=[CH:18][CH:17]=[CH:16][CH:15]=3)(=[O:10])=[O:9])=[CH:4][CH:3]=1.B(Br)(Br)Br.O. Product: [F:1][C:2]1[CH:7]=[CH:6][C:5]([S:8]([C:11]2[N:12]=[C:13]([NH:21][C:22]3[CH:26]=[C:25]([OH:27])[NH:24][N:23]=3)[C:14]3[C:19]([CH:20]=2)=[CH:18][CH:17]=[CH:16][CH:15]=3)(=[O:9])=[O:10])=[CH:4][CH:3]=1. The catalyst class is: 2. (5) Reactant: [F:1][C:2]1[CH:7]=[CH:6][C:5]([N:8]2[C:12](=[O:13])[C:11]([C:14]([O:16]CC)=[O:15])=[CH:10][N:9]2[CH3:19])=[CH:4][CH:3]=1.CO.[OH-].[Na+]. Product: [F:1][C:2]1[CH:3]=[CH:4][C:5]([N:8]2[C:12](=[O:13])[C:11]([C:14]([OH:16])=[O:15])=[CH:10][N:9]2[CH3:19])=[CH:6][CH:7]=1. The catalyst class is: 7. (6) Reactant: [Br:1][C:2]1[CH:7]=[C:6]([F:8])[C:5]([OH:9])=[C:4]([F:10])[CH:3]=1.N1C=CN=C1.[C:16]([Si:20](Cl)([CH3:22])[CH3:21])([CH3:19])([CH3:18])[CH3:17]. Product: [Br:1][C:2]1[CH:7]=[C:6]([F:8])[C:5]([O:9][Si:20]([C:16]([CH3:19])([CH3:18])[CH3:17])([CH3:22])[CH3:21])=[C:4]([F:10])[CH:3]=1. The catalyst class is: 46. (7) Reactant: [N+:1]([C:4]1[CH:9]=[C:8]([Cl:10])[CH:7]=[CH:6][C:5]=1[OH:11])([O-:3])=[O:2].[CH:12]1(O)[CH2:16][CH:15]=[CH:14][CH2:13]1.C1(P(C2C=CC=CC=2)C2C=CC=CC=2)C=CC=CC=1. Product: [Cl:10][C:8]1[CH:7]=[CH:6][C:5]([O:11][CH:15]2[CH2:14][CH:13]=[CH:12][CH2:16]2)=[C:4]([N+:1]([O-:3])=[O:2])[CH:9]=1. The catalyst class is: 1. (8) Reactant: [CH:1]([N:4]([CH3:29])[C:5]1[C:6]([C:19]2[CH:20]=[C:21]3[C:25](=[CH:26][CH:27]=2)[NH:24][CH:23]=[C:22]3[CH3:28])=[N:7][C:8]2[C:13]([N:14]=1)=[CH:12][C:11]([C:15]([O:17]C)=[O:16])=[CH:10][CH:9]=2)([CH3:3])[CH3:2].[OH-].[Na+].O. Product: [CH:1]([N:4]([CH3:29])[C:5]1[C:6]([C:19]2[CH:20]=[C:21]3[C:25](=[CH:26][CH:27]=2)[NH:24][CH:23]=[C:22]3[CH3:28])=[N:7][C:8]2[C:13]([N:14]=1)=[CH:12][C:11]([C:15]([OH:17])=[O:16])=[CH:10][CH:9]=2)([CH3:3])[CH3:2]. The catalyst class is: 5. (9) Reactant: [C:1]([O:5][C:6](=[O:33])[N:7]([CH2:22][C:23]1[CH:28]=[CH:27][C:26]([C:29]([CH3:32])([CH3:31])[CH3:30])=[CH:25][CH:24]=1)[CH2:8][CH2:9][C:10]1[CH:15]=[CH:14][CH:13]=[C:12]([C:16]#[C:17][Si](C)(C)C)[CH:11]=1)([CH3:4])([CH3:3])[CH3:2].CCCC[N+](CCCC)(CCCC)CCCC.[F-]. Product: [C:1]([O:5][C:6](=[O:33])[N:7]([CH2:22][C:23]1[CH:28]=[CH:27][C:26]([C:29]([CH3:32])([CH3:31])[CH3:30])=[CH:25][CH:24]=1)[CH2:8][CH2:9][C:10]1[CH:15]=[CH:14][CH:13]=[C:12]([C:16]#[CH:17])[CH:11]=1)([CH3:3])([CH3:4])[CH3:2]. The catalyst class is: 220.